Regression. Given two drug SMILES strings and cell line genomic features, predict the synergy score measuring deviation from expected non-interaction effect. From a dataset of Merck oncology drug combination screen with 23,052 pairs across 39 cell lines. (1) Drug 1: C=CCn1c(=O)c2cnc(Nc3ccc(N4CCN(C)CC4)cc3)nc2n1-c1cccc(C(C)(C)O)n1. Drug 2: C#Cc1cccc(Nc2ncnc3cc(OCCOC)c(OCCOC)cc23)c1. Cell line: NCIH23. Synergy scores: synergy=-3.42. (2) Drug 1: O=S1(=O)NC2(CN1CC(F)(F)F)C1CCC2Cc2cc(C=CCN3CCC(C(F)(F)F)CC3)ccc2C1. Drug 2: Cn1nnc2c(C(N)=O)ncn2c1=O. Cell line: A2780. Synergy scores: synergy=8.66. (3) Drug 1: COC1CC2CCC(C)C(O)(O2)C(=O)C(=O)N2CCCCC2C(=O)OC(C(C)CC2CCC(OP(C)(C)=O)C(OC)C2)CC(=O)C(C)C=C(C)C(O)C(OC)C(=O)C(C)CC(C)C=CC=CC=C1C. Drug 2: Cn1c(=O)n(-c2ccc(C(C)(C)C#N)cc2)c2c3cc(-c4cnc5ccccc5c4)ccc3ncc21. Cell line: UWB1289. Synergy scores: synergy=80.8. (4) Drug 1: CCc1cnn2c(NCc3ccc[n+]([O-])c3)cc(N3CCCCC3CCO)nc12. Drug 2: Cn1cc(-c2cnn3c(N)c(Br)c(C4CCCNC4)nc23)cn1. Synergy scores: synergy=-14.7. Cell line: RPMI7951. (5) Cell line: ES2. Drug 2: NC1CCCCC1N.O=C(O)C(=O)O.[Pt+2]. Synergy scores: synergy=-15.7. Drug 1: N#Cc1ccc(Cn2cncc2CN2CCN(c3cccc(Cl)c3)C(=O)C2)cc1. (6) Drug 2: CC(C)CC(NC(=O)C(Cc1ccccc1)NC(=O)c1cnccn1)B(O)O. Synergy scores: synergy=13.2. Cell line: NCIH2122. Drug 1: CC1CC2C3CCC4=CC(=O)C=CC4(C)C3(F)C(O)CC2(C)C1(O)C(=O)CO.